Predict the reactants needed to synthesize the given product. From a dataset of Full USPTO retrosynthesis dataset with 1.9M reactions from patents (1976-2016). (1) The reactants are: [F:1][C:2]([F:6])([F:5])[CH:3]=[CH2:4].C(=O)(O)[O-].[Na+].Cl/[C:13](=[N:19]\[OH:20])/[C:14]([O:16][CH2:17][CH3:18])=[O:15]. Given the product [F:1][C:2]([F:6])([F:5])[CH:3]1[O:20][N:19]=[C:13]([C:14]([O:16][CH2:17][CH3:18])=[O:15])[CH2:4]1, predict the reactants needed to synthesize it. (2) Given the product [O:6]1[C:7]2[CH:12]=[CH:11][C:10]([C:13](=[O:15])[CH3:14])=[CH:9][C:8]=2[CH:4]=[CH:5]1, predict the reactants needed to synthesize it. The reactants are: C(O[CH:4](OCC)[CH2:5][O:6][C:7]1[CH:12]=[CH:11][C:10]([C:13](=[O:15])[CH3:14])=[CH:9][CH:8]=1)C.O. (3) Given the product [C:29]([C:32]1[CH:33]=[C:34]([CH:43]=[CH:44][CH:45]=1)[O:35][C:36]1[CH:42]=[CH:41][C:39]([NH2:40])=[CH:38][CH:37]=1)([OH:31])=[O:30].[F:1][C:2]([F:12])([F:13])[C:3]1[CH:4]=[CH:5][C:6]([O:10][CH3:11])=[C:7]([NH:8][C:23]([NH:22][C:34]2[CH:43]=[CH:44][CH:45]=[C:32]([C:29]([OH:31])=[O:30])[CH:33]=2)=[O:24])[CH:9]=1, predict the reactants needed to synthesize it. The reactants are: [F:1][C:2]([F:13])([F:12])[C:3]1[CH:4]=[CH:5][C:6]([O:10][CH3:11])=[C:7]([CH:9]=1)[NH2:8].FC(F)(F)C1C=CC(OC)=C([N:22]=[C:23]=[O:24])C=1.[C:29]([C:32]1[CH:33]=[C:34]([CH:43]=[CH:44][CH:45]=1)[O:35][C:36]1[CH:42]=[CH:41][C:39]([NH2:40])=[CH:38][CH:37]=1)([OH:31])=[O:30]. (4) Given the product [O:25]=[C:24]([C:10]1[O:11][C:7]([C:2]2[CH:3]=[CH:4][CH:5]=[CH:6][N:1]=2)=[CH:8][N:9]=1)[CH2:23][CH2:22][CH2:21][CH2:20][CH2:19][CH2:18][C:15]1[CH:16]=[CH:17][C:12]([CH3:27])=[CH:13][CH:14]=1, predict the reactants needed to synthesize it. The reactants are: [N:1]1[CH:6]=[CH:5][CH:4]=[CH:3][C:2]=1[C:7]1[O:11][CH:10]=[N:9][CH:8]=1.[C:12]1([CH3:27])[CH:17]=[CH:16][C:15]([CH2:18][CH2:19][CH2:20][CH2:21][CH2:22][CH2:23][C:24](O)=[O:25])=[CH:14][CH:13]=1. (5) The reactants are: CO[C:3]1[CH:8]=C[C:6]([CH:9]2O[CH:10]2[C:12]([C:14]2[CH:19]=[C:18]([O:20][CH3:21])[C:17]([O:22][CH3:23])=[C:16]([O:24][CH3:25])[CH:15]=2)=O)=[CH:5][CH:4]=1.B(F)(F)F.C[CH2:31][O:32]CC.Cl.[NH2:36][OH:37].N1C=CC=C[CH:39]=1. Given the product [CH3:31][O:32][C:4]1[CH:3]=[CH:8][C:9]([C:10]2[C:12]([C:14]3[CH:15]=[C:16]([O:24][CH3:25])[C:17]([O:22][CH3:23])=[C:18]([O:20][CH3:21])[CH:19]=3)=[N:36][O:37][CH:39]=2)=[CH:6][CH:5]=1, predict the reactants needed to synthesize it. (6) Given the product [C:20]1([CH2:19][CH2:18][CH2:17][CH:16]([NH:15][C:14]([CH:9]2[CH2:10][CH2:11][CH2:12][CH2:13][NH:8]2)=[O:35])[CH2:26][CH2:27][CH2:28][C:29]2[CH:34]=[CH:33][CH:32]=[CH:31][CH:30]=2)[CH:21]=[CH:22][CH:23]=[CH:24][CH:25]=1, predict the reactants needed to synthesize it. The reactants are: C(OC([N:8]1[CH2:13][CH2:12][CH2:11][CH2:10][CH:9]1[C:14](=[O:35])[NH:15][CH:16]([CH2:26][CH2:27][CH2:28][C:29]1[CH:34]=[CH:33][CH:32]=[CH:31][CH:30]=1)[CH2:17][CH2:18][CH2:19][C:20]1[CH:25]=[CH:24][CH:23]=[CH:22][CH:21]=1)=O)(C)(C)C.FC(F)(F)C(O)=O.